Dataset: Full USPTO retrosynthesis dataset with 1.9M reactions from patents (1976-2016). Task: Predict the reactants needed to synthesize the given product. (1) Given the product [CH2:43]([N:50]([CH2:51][C:52]1[CH:53]=[CH:54][C:55]([C:56]([O:58][CH3:59])=[O:57])=[CH:60][CH:61]=1)[C:35]([CH:32]1[CH2:31][CH2:30][CH:29]([O:28][C:27]2[CH:38]=[CH:39][CH:40]=[CH:41][C:26]=2[F:25])[CH2:34][CH2:33]1)=[O:37])[C:44]1[CH:45]=[CH:46][CH:47]=[CH:48][CH:49]=1, predict the reactants needed to synthesize it. The reactants are: CN(C(ON1N=NC2C=CC=NC1=2)=[N+](C)C)C.F[P-](F)(F)(F)(F)F.[F:25][C:26]1[CH:41]=[CH:40][CH:39]=[CH:38][C:27]=1[O:28][CH:29]1[CH2:34][CH2:33][CH:32]([C:35]([OH:37])=O)[CH2:31][CH2:30]1.Cl.[CH2:43]([NH:50][CH2:51][C:52]1[CH:61]=[CH:60][C:55]([C:56]([O:58][CH3:59])=[O:57])=[CH:54][CH:53]=1)[C:44]1[CH:49]=[CH:48][CH:47]=[CH:46][CH:45]=1. (2) Given the product [CH:1]1([C:7]2[N:25]=[N:26][N:13]3[C:8]=2[C:9]2[CH:16]=[CH:15][N:14]([CH2:17][O:18][CH2:19][CH2:20][Si:21]([CH3:22])([CH3:23])[CH3:24])[C:10]=2[N:11]=[CH:12]3)[CH2:2][CH2:3][CH2:4][CH2:5][CH2:6]1, predict the reactants needed to synthesize it. The reactants are: [CH:1]1([C:7](=[N:25][NH2:26])[C:8]2[C:9]3[CH:16]=[CH:15][N:14]([CH2:17][O:18][CH2:19][CH2:20][Si:21]([CH3:24])([CH3:23])[CH3:22])[C:10]=3[N:11]=[CH:12][N:13]=2)[CH2:6][CH2:5][CH2:4][CH2:3][CH2:2]1.C(O)(=O)C.C(O)(=O)C.IC1C=CC=CC=1. (3) Given the product [OH:15][C:14]1[C:13]2[C:12](=[CH:21][CH:20]=[CH:19][CH:18]=2)[NH:11][C:10]=1[C:9]([O:8][CH3:7])=[O:22], predict the reactants needed to synthesize it. The reactants are: CC(C)([O-])C.[K+].[CH3:7][O:8][C:9](=[O:22])[CH2:10][NH:11][C:12]1[CH:21]=[CH:20][CH:19]=[CH:18][C:13]=1[C:14](OC)=[O:15].C(O)(=O)C. (4) Given the product [Br:8][C:5]1[CH:4]=[C:3]2[C:2](=[CH:7][CH:6]=1)[N:1]=[C:19]([CH3:18])[C:20]([C:21](=[O:23])[CH3:22])=[C:9]2[C:11]1[CH:16]=[CH:15][C:14]([F:17])=[CH:13][CH:12]=1, predict the reactants needed to synthesize it. The reactants are: [NH2:1][C:2]1[CH:7]=[CH:6][C:5]([Br:8])=[CH:4][C:3]=1[C:9]([C:11]1[CH:16]=[CH:15][C:14]([F:17])=[CH:13][CH:12]=1)=O.[CH3:18][C:19](=O)[CH2:20][C:21](=[O:23])[CH3:22]. (5) Given the product [CH2:1]([NH:3][C:4]([NH:40][CH2:39][CH2:38][C:34]1[N:33]([CH2:32][CH2:31][CH2:30][CH2:29][C:26]2[CH:27]=[CH:28][C:23]([O:22][CH2:21][C:19]3[N:20]=[C:16](/[CH:15]=[CH:14]/[C:11]4[CH:10]=[CH:9][C:8]([C:7]([F:42])([F:41])[F:6])=[CH:13][CH:12]=4)[O:17][CH:18]=3)=[CH:24][CH:25]=2)[CH:37]=[CH:36][N:35]=1)=[O:5])[CH3:2], predict the reactants needed to synthesize it. The reactants are: [CH2:1]([N:3]=[C:4]=[O:5])[CH3:2].[F:6][C:7]([F:42])([F:41])[C:8]1[CH:13]=[CH:12][C:11](/[CH:14]=[CH:15]/[C:16]2[O:17][CH:18]=[C:19]([CH2:21][O:22][C:23]3[CH:28]=[CH:27][C:26]([CH2:29][CH2:30][CH2:31][CH2:32][N:33]4[CH:37]=[CH:36][N:35]=[C:34]4[CH2:38][CH2:39][NH2:40])=[CH:25][CH:24]=3)[N:20]=2)=[CH:10][CH:9]=1.O. (6) Given the product [S:37]([OH:41])([OH:40])(=[O:39])=[O:38].[Cl:1][C:2]1[CH:7]=[CH:6][CH:5]=[C:4]([F:8])[C:3]=1[NH:9][C:10]1[NH:11][C:12]2[C:18]3[CH2:19][C:20]([CH3:22])([CH3:23])[O:21][C:17]=3[C:16]([C:24]([NH:26][C:27]3[CH:28]=[CH:29][C:30]([C:33]([F:35])([F:36])[F:34])=[CH:31][CH:32]=3)=[O:25])=[CH:15][C:13]=2[N:14]=1, predict the reactants needed to synthesize it. The reactants are: [Cl:1][C:2]1[CH:7]=[CH:6][CH:5]=[C:4]([F:8])[C:3]=1[NH:9][C:10]1[NH:11][C:12]2[C:18]3[CH2:19][C:20]([CH3:23])([CH3:22])[O:21][C:17]=3[C:16]([C:24]([NH:26][C:27]3[CH:32]=[CH:31][C:30]([C:33]([F:36])([F:35])[F:34])=[CH:29][CH:28]=3)=[O:25])=[CH:15][C:13]=2[N:14]=1.[S:37](=[O:41])(=[O:40])([OH:39])[OH:38]. (7) Given the product [C:62]([C:66]1[CH:67]=[CH:68][C:69]([NH:70][C:17]([CH:14]2[CH2:15][CH2:16][C:10]3([O:9][N:8]=[C:7]([C:1]4[CH:2]=[CH:3][CH:4]=[CH:5][CH:6]=4)[CH2:11]3)[CH2:12][CH2:13]2)=[O:19])=[CH:71][CH:72]=1)([CH3:65])([CH3:63])[CH3:64], predict the reactants needed to synthesize it. The reactants are: [C:1]1([C:7]2[CH2:11][C:10]3([CH2:16][CH2:15][CH:14]([C:17]([OH:19])=O)[CH2:13][CH2:12]3)[O:9][N:8]=2)[CH:6]=[CH:5][CH:4]=[CH:3][CH:2]=1.C(N(C(C)C)C(C)C)C.O.ON1C2C=CC=CC=2N=N1.F[B-](F)(F)F.N1(OC(N(C)C)=[N+](C)C)C2C=CC=CC=2N=N1.[C:62]([C:66]1[CH:72]=[CH:71][C:69]([NH2:70])=[CH:68][CH:67]=1)([CH3:65])([CH3:64])[CH3:63].